The task is: Predict the reactants needed to synthesize the given product.. This data is from Retrosynthesis with 50K atom-mapped reactions and 10 reaction types from USPTO. (1) Given the product COc1cc(C(=O)N(C)c2ccc(C)cc2OCc2ccccc2)ccc1NC(=O)c1cccc2[nH]c(CN)nc12, predict the reactants needed to synthesize it. The reactants are: COc1cc(C(=O)N(C)c2ccc(C)cc2OCc2ccccc2)ccc1NC(=O)c1cccc2[nH]c(CNC(=O)OC(C)(C)C)nc12. (2) Given the product CCC(CC)c1ccc(Cl)c2nc3n(c12)CCN3c1ccc(Cl)cc1C#N, predict the reactants needed to synthesize it. The reactants are: CCC(CC)c1ccc(Cl)c2nc3n(c12)CCN3c1ccc(Cl)cc1Br.N#C[Cu]. (3) Given the product Clc1nccc(-c2cccc3[nH]ccc23)n1, predict the reactants needed to synthesize it. The reactants are: Clc1ccnc(Cl)n1.OB(O)c1cccc2[nH]ccc12. (4) Given the product CCOC(=O)c1ccc2ncc(C#N)c(-c3cccnc3)c2c1, predict the reactants needed to synthesize it. The reactants are: CCOC(=O)c1ccc2ncc(C#N)c(Cl)c2c1.OB(O)c1cccnc1. (5) Given the product COc1cc(C(Cn2ccnc2)Sc2ccc(C(=O)O)cc2)cc(OC)c1OC, predict the reactants needed to synthesize it. The reactants are: COC(=O)c1ccc(SC(Cn2ccnc2)c2cc(OC)c(OC)c(OC)c2)cc1. (6) Given the product Cc1ccc(C(=O)OC[C@H]2O[C@H](n3cc(Br)c4c(Cl)ncnc43)C[C@@H]2OC(=O)c2ccc(C)cc2)cc1, predict the reactants needed to synthesize it. The reactants are: Cc1ccc(C(=O)OC[C@H]2O[C@H](Cl)C[C@@H]2OC(=O)c2ccc(C)cc2)cc1.Clc1ncnc2[nH]cc(Br)c12.